From a dataset of Forward reaction prediction with 1.9M reactions from USPTO patents (1976-2016). Predict the product of the given reaction. (1) Given the reactants Br[C:2]1[CH:3]=[C:4]2[C:9](=[CH:10][C:11]=1[Cl:12])[N:8]=[C:7]([O:13][CH3:14])[N:6]=[C:5]2[N:15]1[CH2:20][CH2:19][N:18]([C:21]([O:23][C:24]([CH3:27])([CH3:26])[CH3:25])=[O:22])[CH2:17][CH2:16]1.[Cl:28][C:29]1[CH:34]=[CH:33][C:32](B(O)O)=[CH:31][CH:30]=1.C([O-])([O-])=O.[Na+].[Na+], predict the reaction product. The product is: [C:24]([O:23][C:21]([N:18]1[CH2:19][CH2:20][N:15]([C:5]2[C:4]3[C:9](=[CH:10][C:11]([Cl:12])=[C:2]([C:32]4[CH:33]=[CH:34][C:29]([Cl:28])=[CH:30][CH:31]=4)[CH:3]=3)[N:8]=[C:7]([O:13][CH3:14])[N:6]=2)[CH2:16][CH2:17]1)=[O:22])([CH3:27])([CH3:26])[CH3:25]. (2) Given the reactants N1C2C(=CC([NH:10][C:11]3[C:20]4[C:15](=[CH:16][C:17]([O:26][CH3:27])=[C:18]([O:21][CH2:22][C:23](O)=[O:24])[CH:19]=4)[N:14]=[C:13]([C:28]4[CH:33]=[CH:32][CH:31]=[C:30]([C:34]5[CH:39]=[CH:38][CH:37]=[CH:36][CH:35]=5)[CH:29]=4)[N:12]=3)=CC=2)C=N1.C1CN([P+](ON2[N:65]=[N:64][C:59]3[CH:60]=[CH:61][CH:62]=[CH:63][C:58]2=3)(N2CCCC2)N2CCCC2)CC1.F[P-](F)(F)(F)(F)F.[CH3:73]CN(C(C)C)C(C)C.[CH3:82][N:83]1[CH2:88][CH2:87][NH:86][CH2:85][CH2:84]1, predict the reaction product. The product is: [NH:64]1[C:59]2[C:58](=[CH:63][C:62]([NH:10][C:11]3[C:20]4[C:15](=[CH:16][C:17]([O:26][CH3:27])=[C:18]([O:21][CH2:22][C:23]([N:86]5[CH2:87][CH2:88][N:83]([CH3:82])[CH2:84][CH2:85]5)=[O:24])[CH:19]=4)[N:14]=[C:13]([C:28]4[CH:33]=[CH:32][CH:31]=[C:30]([C:34]5[CH:39]=[CH:38][CH:37]=[CH:36][CH:35]=5)[CH:29]=4)[N:12]=3)=[CH:61][CH:60]=2)[CH:73]=[N:65]1. (3) Given the reactants C(OC([NH:8][C@H:9]([C:31](=[O:33])[NH2:32])[CH2:10][C:11]1[CH:16]=[CH:15][C:14]([O:17][C:18](=[O:23])[CH2:19][CH:20]([CH3:22])[CH3:21])=[C:13]([O:24][C:25](=[O:30])[CH2:26][CH:27]([CH3:29])[CH3:28])[CH:12]=1)=O)(C)(C)C.[ClH:34].O1CCOCC1, predict the reaction product. The product is: [Cl-:34].[CH3:28][CH:27]([CH3:29])[CH2:26][C:25]([O:24][C:13]1[CH:12]=[C:11]([CH2:10][C@H:9]([NH3+:8])[C:31](=[O:33])[NH2:32])[CH:16]=[CH:15][C:14]=1[O:17][C:18](=[O:23])[CH2:19][CH:20]([CH3:21])[CH3:22])=[O:30]. (4) Given the reactants [CH3:1][C:2]1([CH3:16])[CH2:7][O:6][C:5]2([CH2:12][CH2:11][CH2:10][C:9](=O)[C:8]2([CH3:15])[CH3:14])[O:4][CH2:3]1.Cl.[NH2:18][OH:19], predict the reaction product. The product is: [CH3:1][C:2]1([CH3:16])[CH2:7][O:6][C:5]2([CH2:12][CH2:11][CH2:10][C:9](=[N:18][OH:19])[C:8]2([CH3:15])[CH3:14])[O:4][CH2:3]1. (5) Given the reactants Cl[C:2](Cl)([O:4]C(=O)OC(Cl)(Cl)Cl)Cl.[NH2:13][C:14]1[CH:27]=[CH:26][C:17]([CH2:18][NH:19][C:20](=[O:25])[C:21]([CH3:24])([CH3:23])[CH3:22])=[CH:16][CH:15]=1.C(N(CC)CC)C.[CH:35]([NH:38][CH2:39][CH:40]([C:42]1[CH:47]=[CH:46]C(Cl)=[C:44]([Cl:49])[CH:43]=1)[OH:41])(C)C.[CH2:50]([Cl:52])Cl, predict the reaction product. The product is: [Cl:49][C:44]1[CH:43]=[C:42]([CH:40]([OH:41])[CH2:39][N:38]([CH3:35])[C:2](=[O:4])[NH:13][C:14]2[CH:15]=[CH:16][C:17]([CH2:18][NH:19][C:20](=[O:25])[C:21]([CH3:23])([CH3:24])[CH3:22])=[CH:26][CH:27]=2)[CH:47]=[CH:46][C:50]=1[Cl:52]. (6) Given the reactants [F:1][C:2]1[N:7]=[C:6]([NH2:8])[CH:5]=[CH:4][C:3]=1[CH2:9][C:10]1[C:18]2[C:13](=[N:14][CH:15]=[C:16]([CH3:19])[CH:17]=2)[NH:12][CH:11]=1.[C:20]1(=O)[CH2:25][CH2:24][CH2:23][CH2:22][CH2:21]1, predict the reaction product. The product is: [CH:20]1([NH:8][C:6]2[CH:5]=[CH:4][C:3]([CH2:9][C:10]3[C:18]4[C:13](=[N:14][CH:15]=[C:16]([CH3:19])[CH:17]=4)[NH:12][CH:11]=3)=[C:2]([F:1])[N:7]=2)[CH2:25][CH2:24][CH2:23][CH2:22][CH2:21]1. (7) Given the reactants [CH:1]1([C:4]2[N:9]=[C:8]([NH2:10])[CH:7]=[CH:6][CH:5]=2)[CH2:3][CH2:2]1.[Br:11]N1C(=O)CCC1=O, predict the reaction product. The product is: [Br:11][C:5]1[CH:6]=[CH:7][C:8]([NH2:10])=[N:9][C:4]=1[CH:1]1[CH2:3][CH2:2]1.